Dataset: Full USPTO retrosynthesis dataset with 1.9M reactions from patents (1976-2016). Task: Predict the reactants needed to synthesize the given product. The reactants are: [OH:1][C:2]1[C:9]([O:10][CH3:11])=[CH:8][CH:7]=[CH:6][C:3]=1[CH:4]=O.[NH:12]1[CH2:17][CH2:16][O:15][CH2:14][CH2:13]1.C(O)=O.Cl. Given the product [CH3:11][O:10][C:9]1[CH:8]=[CH:7][CH:6]=[C:3]([CH2:4][N:12]2[CH2:17][CH2:16][O:15][CH2:14][CH2:13]2)[C:2]=1[OH:1], predict the reactants needed to synthesize it.